This data is from Forward reaction prediction with 1.9M reactions from USPTO patents (1976-2016). The task is: Predict the product of the given reaction. (1) Given the reactants P(Cl)(Cl)([Cl:3])=O.[Br:6][C:7]1[CH:8]=[CH:9][C:10]2[C:16](=O)[CH2:15][CH2:14][CH2:13][O:12][C:11]=2[CH:18]=1.CN([CH:22]=[O:23])C, predict the reaction product. The product is: [Br:6][C:7]1[CH:8]=[CH:9][C:10]2=[C:11]([CH:18]=1)[O:12][CH2:13][CH2:14][C:15]([CH:22]=[O:23])=[C:16]2[Cl:3]. (2) Given the reactants CS[C:3]1[N:8]=[C:7]([O:9][CH2:10][C@H:11]2[CH2:13][C@H:12]2[C:14]#[N:15])[CH:6]=[C:5]([N:16]2[CH2:21][CH2:20][CH:19]([C:22]3[C:30]4[C:25](=[N:26][CH:27]=[CH:28][CH:29]=4)[NH:24][N:23]=3)[CH2:18][CH2:17]2)[N:4]=1.Cl.O[O:33][S:34]([O-:36])=O.[K+].[CH2:38]1COCC1, predict the reaction product. The product is: [CH3:38][S:34]([C:3]1[N:8]=[C:7]([O:9][CH2:10][C@H:11]2[CH2:13][C@H:12]2[C:14]#[N:15])[CH:6]=[C:5]([N:16]2[CH2:17][CH2:18][CH:19]([C:22]3[C:30]4[C:25](=[N:26][CH:27]=[CH:28][CH:29]=4)[NH:24][N:23]=3)[CH2:20][CH2:21]2)[N:4]=1)(=[O:36])=[O:33].